Dataset: Peptide-MHC class I binding affinity with 185,985 pairs from IEDB/IMGT. Task: Regression. Given a peptide amino acid sequence and an MHC pseudo amino acid sequence, predict their binding affinity value. This is MHC class I binding data. (1) The peptide sequence is SLFNTVATLY. The MHC is HLA-A02:01 with pseudo-sequence HLA-A02:01. The binding affinity (normalized) is 0.549. (2) The binding affinity (normalized) is 0.344. The MHC is HLA-B15:01 with pseudo-sequence HLA-B15:01. The peptide sequence is FFLQRLYFL. (3) The peptide sequence is KSWPGVQSF. The MHC is HLA-A30:01 with pseudo-sequence HLA-A30:01. The binding affinity (normalized) is 0.0847. (4) The peptide sequence is RFRCVGPAP. The MHC is HLA-A68:02 with pseudo-sequence HLA-A68:02. The binding affinity (normalized) is 0.0847. (5) The peptide sequence is LEEDIQHFL. The MHC is HLA-A03:01 with pseudo-sequence HLA-A03:01. The binding affinity (normalized) is 0.0847.